Dataset: Full USPTO retrosynthesis dataset with 1.9M reactions from patents (1976-2016). Task: Predict the reactants needed to synthesize the given product. Given the product [CH3:28][O:27][C:25](=[O:26])[CH2:24][C:23]1[C:29]([CH3:30])=[N:2][N:1]([C:3]2[S:7][N:6]=[C:5]([CH3:8])[CH:4]=2)[C:21]=1[C:18]1[CH:17]=[CH:16][C:15]([Cl:14])=[CH:20][CH:19]=1, predict the reactants needed to synthesize it. The reactants are: [NH:1]([C:3]1[S:7][N:6]=[C:5]([CH3:8])[CH:4]=1)[NH2:2].S(=O)(=O)(O)O.[Cl:14][C:15]1[CH:20]=[CH:19][C:18]([C:21]([CH:23]([C:29](=O)[CH3:30])[CH2:24][C:25]([O:27][CH3:28])=[O:26])=O)=[CH:17][CH:16]=1.O.